This data is from Catalyst prediction with 721,799 reactions and 888 catalyst types from USPTO. The task is: Predict which catalyst facilitates the given reaction. (1) Reactant: C([N:8]1[CH2:13][CH2:12][N:11]([C@@H:14]([CH2:19][NH:20][C:21](=[O:35])[C:22]2[CH:27]=[CH:26][C:25]([O:28][CH2:29][O:30][CH2:31][CH2:32][O:33][CH3:34])=[CH:24][CH:23]=2)[C:15]([O:17][CH3:18])=[O:16])[CH2:10][CH2:9]1)C1C=CC=CC=1. Product: [CH3:34][O:33][CH2:32][CH2:31][O:30][CH2:29][O:28][C:25]1[CH:26]=[CH:27][C:22]([C:21]([NH:20][CH2:19][C@H:14]([N:11]2[CH2:10][CH2:9][NH:8][CH2:13][CH2:12]2)[C:15]([O:17][CH3:18])=[O:16])=[O:35])=[CH:23][CH:24]=1. The catalyst class is: 63. (2) Reactant: C(=O)([O-])[O-].[K+].[K+].[CH2:7]([O:9][C:10](=[O:19])[C:11]1[CH:16]=[C:15]([OH:17])[CH:14]=[C:13]([OH:18])[CH:12]=1)[CH3:8].Cl[C:21]1[CH:28]=[CH:27][C:24]([C:25]#[N:26])=[CH:23][N:22]=1. Product: [CH2:7]([O:9][C:10](=[O:19])[C:11]1[CH:16]=[C:15]([O:17][C:21]2[CH:28]=[CH:27][C:24]([C:25]#[N:26])=[CH:23][N:22]=2)[CH:14]=[C:13]([O:18][C:21]2[CH:28]=[CH:27][C:24]([C:25]#[N:26])=[CH:23][N:22]=2)[CH:12]=1)[CH3:8]. The catalyst class is: 3. (3) Reactant: [F:1][C:2]([F:22])([F:21])[C:3]([NH:5][CH2:6][CH2:7][CH2:8][CH2:9][NH:10][CH2:11][C:12]1[N:17]2[CH:18]=[CH:19][N:20]=[C:16]2[CH:15]=[CH:14][CH:13]=1)=[O:4].[CH2:23]=O. Product: [F:22][C:2]([F:21])([F:1])[C:3]([NH:5][CH2:6][CH2:7][CH2:8][CH2:9][N:10]1[CH2:11][C:12]2[N:17]3[C:18](=[CH:19][N:20]=[C:16]3[CH:15]=[CH:14][CH:13]=2)[CH2:23]1)=[O:4]. The catalyst class is: 15. (4) Product: [F:18][C:14]1[C:13]([OH:19])=[C:12]([C:8]2[N:7]([CH2:27][CH2:28][C:29]3[CH:34]=[CH:33][CH:32]=[CH:31][CH:30]=3)[C:6](=[O:35])[C:5]([NH:1][CH2:2][CH2:3][CH3:4])=[C:10]([CH3:11])[N:9]=2)[CH:17]=[CH:16][CH:15]=1. The catalyst class is: 29. Reactant: [N:1]1([C:5]2[C:6](=[O:35])[N:7]([CH2:27][CH2:28][C:29]3[CH:34]=[CH:33][CH:32]=[CH:31][CH:30]=3)[C:8]([C:12]3[CH:17]=[CH:16][CH:15]=[C:14]([F:18])[C:13]=3[O:19]CC3C=CC=CC=3)=[N:9][C:10]=2[CH3:11])[CH2:4][CH2:3][CH2:2]1. (5) Reactant: [N+:1]([C:4]1[CH:5]=[CH:6][CH:7]=[C:8]2[C:12]=1[CH2:11][CH:10]=[CH:9]2)([O-:3])=[O:2].ClC1C=C(C=CC=1)C(OO)=[O:18]. Product: [N+:1]([C:4]1[C:12]2[CH2:11][CH:10]3[O:18][CH:9]3[C:8]=2[CH:7]=[CH:6][CH:5]=1)([O-:3])=[O:2]. The catalyst class is: 2. (6) Reactant: [CH:1]1([S:4]([C:7]2[CH:12]=[CH:11][C:10]([CH:13]([C:21]3[NH:25][C:24]([C:26]4[N:31]=[CH:30][C:29]([CH:32]=O)=[CH:28][CH:27]=4)=[CH:23][CH:22]=3)[CH2:14][CH:15]3[CH2:20][CH2:19][O:18][CH2:17][CH2:16]3)=[CH:9][CH:8]=2)(=[O:6])=[O:5])[CH2:3][CH2:2]1.Cl.Cl.[N:36]12[CH2:43][CH2:42][CH:39]([CH2:40][CH2:41]1)[CH:38]([NH2:44])[CH2:37]2.C(N(CC)CC)C.C(O[BH-](OC(=O)C)OC(=O)C)(=O)C.[Na+]. Product: [CH:1]1([S:4]([C:7]2[CH:12]=[CH:11][C:10]([CH:13]([C:21]3[NH:25][C:24]([C:26]4[N:31]=[CH:30][C:29]([CH2:32][NH:44][CH:38]5[CH:39]6[CH2:42][CH2:43][N:36]([CH2:41][CH2:40]6)[CH2:37]5)=[CH:28][CH:27]=4)=[CH:23][CH:22]=3)[CH2:14][CH:15]3[CH2:16][CH2:17][O:18][CH2:19][CH2:20]3)=[CH:9][CH:8]=2)(=[O:5])=[O:6])[CH2:3][CH2:2]1. The catalyst class is: 756. (7) Reactant: FC(F)(F)[C:3]([OH:5])=[O:4].[NH:8]1[CH2:13][CH2:12][CH:11]([N:14]2[CH2:19][C:18]3[CH:20]=[CH:21][N:22]=[CH:23][C:17]=3[NH:16][C:15]2=[O:24])[CH2:10][CH2:9]1.C(N1C=CN=C1)(N1[CH:31]=[CH:30]N=C1)=O. Product: [O:24]=[C:15]1[NH:16][C:17]2[CH:23]=[N:22][CH:21]=[CH:20][C:18]=2[CH2:19][N:14]1[CH:11]1[CH2:10][CH2:9][N:8]([C:3]([O:5][CH2:30][CH3:31])=[O:4])[CH2:13][CH2:12]1. The catalyst class is: 4. (8) Reactant: O([C:3](C)(C)C)[K].[Br:7][C:8]1[CH:13]=[CH:12][C:11]([NH2:14])=[C:10]([C:15]#[C:16][CH2:17][CH2:18][N:19]2[CH2:23][CH2:22][CH2:21][C@H:20]2[CH3:24])[CH:9]=1.CI.N1C2C(=CC=CC=2)C=C1. Product: [Br:7][C:8]1[CH:9]=[C:10]2[C:11](=[CH:12][CH:13]=1)[N:14]([CH3:3])[C:16]([CH2:17][CH2:18][N:19]1[CH2:23][CH2:22][CH2:21][C@H:20]1[CH3:24])=[CH:15]2. The catalyst class is: 179. (9) Reactant: Cl[C:2]1[C:11]2[C:6](=[C:7]([N:12]3[CH:16]=[CH:15][CH:14]=[CH:13]3)[CH:8]=[CH:9][CH:10]=2)[CH:5]=[CH:4][N:3]=1.[N:17]1([C:22]2[CH:23]=[C:24]([NH2:28])[CH:25]=[CH:26][CH:27]=2)[CH:21]=[N:20][CH:19]=[N:18]1.C(=O)([O-])[O-].[K+].[K+]. Product: [N:12]1([C:7]2[CH:8]=[CH:9][CH:10]=[C:11]3[C:6]=2[CH:5]=[CH:4][N:3]=[C:2]3[NH:28][C:24]2[CH:25]=[CH:26][CH:27]=[C:22]([N:17]3[CH:21]=[N:20][CH:19]=[N:18]3)[CH:23]=2)[CH:16]=[CH:15][CH:14]=[CH:13]1. The catalyst class is: 13.